This data is from Full USPTO retrosynthesis dataset with 1.9M reactions from patents (1976-2016). The task is: Predict the reactants needed to synthesize the given product. (1) Given the product [NH2:7][CH:8]1[CH2:9][CH2:10][N:11]([C:14]2[N:15]=[CH:16][C:17]([C:20]3[CH:21]=[C:22]([N:42]([CH2:49][CH3:50])[CH:43]4[CH2:44][CH2:45][O:46][CH2:47][CH2:48]4)[C:23]([CH3:41])=[C:24]([CH:25]=3)[C:26]([NH:27][CH2:28][C:29]3[C:30](=[O:39])[NH:31][C:32]([CH3:38])=[CH:33][C:34]=3[CH2:35][CH2:36][CH3:37])=[O:40])=[CH:18][CH:19]=2)[CH2:12][CH2:13]1, predict the reactants needed to synthesize it. The reactants are: C(OC(=O)[NH:7][CH:8]1[CH2:13][CH2:12][N:11]([C:14]2[CH:19]=[CH:18][C:17]([C:20]3[CH:25]=[C:24]([C:26](=[O:40])[NH:27][CH2:28][C:29]4[C:30](=[O:39])[NH:31][C:32]([CH3:38])=[CH:33][C:34]=4[CH2:35][CH2:36][CH3:37])[C:23]([CH3:41])=[C:22]([N:42]([CH2:49][CH3:50])[CH:43]4[CH2:48][CH2:47][O:46][CH2:45][CH2:44]4)[CH:21]=3)=[CH:16][N:15]=2)[CH2:10][CH2:9]1)(C)(C)C.C(O)(C(F)(F)F)=O. (2) Given the product [CH3:37][N:2]([CH3:1])[CH2:3][CH2:4][CH2:5][C:6]1[CH:7]=[C:8]([NH:16][C:17]2[N:18]=[CH:19][C:20]3[CH2:21][C:22](=[O:36])[NH:23][C:24]4[CH:31]=[C:30]([C:32]([F:34])([F:33])[F:35])[CH:29]=[CH:28][C:25]=4[C:26]=3[N:27]=2)[C:9]([C:12]([F:15])([F:14])[F:13])=[N:10][CH:11]=1, predict the reactants needed to synthesize it. The reactants are: [CH3:1][N:2]([CH3:37])[CH2:3][C:4]#[C:5][C:6]1[CH:7]=[C:8]([NH:16][C:17]2[N:18]=[CH:19][C:20]3[CH2:21][C:22](=[O:36])[NH:23][C:24]4[CH:31]=[C:30]([C:32]([F:35])([F:34])[F:33])[CH:29]=[CH:28][C:25]=4[C:26]=3[N:27]=2)[C:9]([C:12]([F:15])([F:14])[F:13])=[N:10][CH:11]=1.CCO.